This data is from Forward reaction prediction with 1.9M reactions from USPTO patents (1976-2016). The task is: Predict the product of the given reaction. (1) The product is: [Br:1][C:2]1[CH:7]=[CH:6][CH:5]=[C:4]([F:8])[C:3]=1[N:9]1[CH2:18][C:17]2[C:12](=[N:13][C:14]([NH:25][C:26]3[CH:27]=[CH:28][C:29]4[O:34][CH2:33][CH2:32][S:31](=[O:36])(=[O:35])[C:30]=4[CH:37]=3)=[N:15][CH:16]=2)[N:11]([CH3:23])[C:10]1=[O:24]. Given the reactants [Br:1][C:2]1[CH:7]=[CH:6][CH:5]=[C:4]([F:8])[C:3]=1[N:9]1[CH2:18][C:17]2[C:12](=[N:13][C:14](S(C)(=O)=O)=[N:15][CH:16]=2)[N:11]([CH3:23])[C:10]1=[O:24].[NH2:25][C:26]1[CH:27]=[CH:28][C:29]2[O:34][CH2:33][CH2:32][S:31](=[O:36])(=[O:35])[C:30]=2[CH:37]=1.Cl, predict the reaction product. (2) Given the reactants I[CH2:2][CH2:3][CH2:4][CH2:5][CH3:6].[Si:7]([O:24][CH2:25][C:26]1[CH:31]=[CH:30][C:29]([Mg]Br)=[CH:28][C:27]=1[Cl:34])([C:20]([CH3:23])([CH3:22])[CH3:21])([C:14]1[CH:19]=[CH:18][CH:17]=[CH:16][CH:15]=1)[C:8]1[CH:13]=[CH:12][CH:11]=[CH:10][CH:9]=1, predict the reaction product. The product is: [Si:7]([O:24][CH2:25][C:26]1[CH:31]=[CH:30][C:29]([CH2:2][CH2:3][CH2:4][CH2:5][CH3:6])=[CH:28][C:27]=1[Cl:34])([C:20]([CH3:23])([CH3:22])[CH3:21])([C:14]1[CH:19]=[CH:18][CH:17]=[CH:16][CH:15]=1)[C:8]1[CH:13]=[CH:12][CH:11]=[CH:10][CH:9]=1. (3) Given the reactants [NH2:1][CH2:2][C@H:3]1[CH2:7][CH2:6][N:5]([C:8]([O:10][C:11]([CH3:14])([CH3:13])[CH3:12])=[O:9])[CH2:4]1.C(N(CC)CC)C.CN(C1C=CC=CN=1)C.[F:31][C:32]([F:43])([F:42])[C:33](O[C:33](=[O:34])[C:32]([F:43])([F:42])[F:31])=[O:34], predict the reaction product. The product is: [F:31][C:32]([F:43])([F:42])[C:33]([NH:1][CH2:2][C@H:3]1[CH2:7][CH2:6][N:5]([C:8]([O:10][C:11]([CH3:14])([CH3:13])[CH3:12])=[O:9])[CH2:4]1)=[O:34]. (4) Given the reactants Cl[C:2]1[C:7]([C:8]([F:11])([F:10])[F:9])=[CH:6][N:5]=[C:4]([NH:12][C:13]2[CH:27]=[CH:26][C:16]([CH2:17][P:18](=[O:25])([O:22][CH2:23][CH3:24])[O:19][CH2:20][CH3:21])=[CH:15][C:14]=2[O:28][CH3:29])[N:3]=1.[NH2:30][C:31]1[CH:32]=[CH:33][C:34]([N:42]2[CH2:47][CH2:46][O:45][CH2:44][CH2:43]2)=[C:35]2[C:39]=1[C:38](=[O:40])[N:37]([CH3:41])[CH2:36]2, predict the reaction product. The product is: [CH3:29][O:28][C:14]1[CH:15]=[C:16]([CH:26]=[CH:27][C:13]=1[NH:12][C:4]1[N:3]=[C:2]([NH:30][C:31]2[CH:32]=[CH:33][C:34]([N:42]3[CH2:47][CH2:46][O:45][CH2:44][CH2:43]3)=[C:35]3[C:39]=2[C:38](=[O:40])[N:37]([CH3:41])[CH2:36]3)[C:7]([C:8]([F:11])([F:10])[F:9])=[CH:6][N:5]=1)[CH2:17][P:18](=[O:25])([O:22][CH2:23][CH3:24])[O:19][CH2:20][CH3:21]. (5) Given the reactants C1C(=O)N(Br)C(=[O:4])C1.[CH:9]([Si:12]([CH:52]([CH3:54])[CH3:53])([CH:49]([CH3:51])[CH3:50])[O:13][CH2:14][C@@H:15]([O:41][CH2:42][C:43]1[CH:48]=[CH:47][CH:46]=[CH:45][CH:44]=1)[C@@H:16]([O:33][CH2:34][C:35]1[CH:40]=[CH:39][CH:38]=[CH:37][CH:36]=1)[C@@H:17]([O:25][CH2:26][C:27]1[CH:32]=[CH:31][CH:30]=[CH:29][CH:28]=1)[CH:18](SCC)SCC)([CH3:11])[CH3:10].[Na].S([O-])([O-])(=O)=S.[Na+].[Na+], predict the reaction product. The product is: [CH2:26]([O:25][C@H:17]([C@H:16]([O:33][CH2:34][C:35]1[CH:36]=[CH:37][CH:38]=[CH:39][CH:40]=1)[C@H:15]([O:41][CH2:42][C:43]1[CH:44]=[CH:45][CH:46]=[CH:47][CH:48]=1)[CH2:14][O:13][Si:12]([CH:9]([CH3:11])[CH3:10])([CH:49]([CH3:50])[CH3:51])[CH:52]([CH3:54])[CH3:53])[CH:18]=[O:4])[C:27]1[CH:32]=[CH:31][CH:30]=[CH:29][CH:28]=1.